Predict the reactants needed to synthesize the given product. From a dataset of Full USPTO retrosynthesis dataset with 1.9M reactions from patents (1976-2016). (1) Given the product [N+:1]([C:4]1[CH:5]=[C:6]([C:10]2[N:11]3[N:12]=[CH:17][C:16]([C:21]4[CH:22]=[CH:23][S:19][CH:20]=4)=[C:15]3[N:14]=[CH:13][CH:18]=2)[CH:7]=[CH:8][CH:9]=1)([O-:3])=[O:2], predict the reactants needed to synthesize it. The reactants are: [N+:1]([C:4]1[CH:5]=[C:6]([C:10]2[CH:18]=[C:13]3[N:14]=[CH:15][CH:16]=[CH:17][N:12]3[N:11]=2)[CH:7]=[CH:8][CH:9]=1)([O-:3])=[O:2].[S:19]1[CH:23]=[CH:22][C:21](B(O)O)=[CH:20]1. (2) Given the product [CH:26]1([N:25]2[C:24]3[CH:32]=[CH:33][C:34]([C:36]([OH:38])=[O:37])=[CH:35][C:23]=3[N:22]=[C:21]2[C:16]2[CH:17]=[C:18]3[C:13](=[CH:14][CH:15]=2)[N:12]=[C:11]([C:10]2[CH:9]=[C:8]([O:39][CH3:40])[CH:7]=[CH:6][C:5]=2[C:4]2[O:46][CH:43]=[CH:42][CH:41]=2)[CH:20]=[CH:19]3)[CH2:27][CH2:28][CH2:29][CH2:30][CH2:31]1, predict the reactants needed to synthesize it. The reactants are: ClC1C=[C:4]([CH:41]=[CH:42][C:43]=1F)[C:5]1[C:10]([C:11]2[CH:20]=[CH:19][C:18]3[C:13](=[CH:14][CH:15]=[C:16]([C:21]4[N:25]([CH:26]5[CH2:31][CH2:30][CH2:29][CH2:28][CH2:27]5)[C:24]5[CH:32]=[CH:33][C:34]([C:36]([OH:38])=[O:37])=[CH:35][C:23]=5[N:22]=4)[CH:17]=3)[N:12]=2)=[CH:9][C:8]([O:39][CH3:40])=[CH:7][CH:6]=1.C[O:46]C(C1C=CC2N(C3CCCCC3)C(C3C=C4C(=CC=3)N=C(C3C=C(OC)C=CC=3Br)C=C4)=NC=2C=1)=O.O1C=CC=C1B(O)O. (3) Given the product [CH:25]1([CH2:30][NH:31][C:1]([C:4]23[CH2:9][CH2:8][C:7]([NH:12][CH2:13][C:14]([N:16]4[CH2:20][C@@H:19]([F:21])[CH2:18][C@H:17]4[C:22]#[N:23])=[O:15])([CH2:10][CH2:11]2)[CH2:6][CH2:5]3)=[O:3])[CH2:29][CH2:28][CH2:27][CH2:26]1, predict the reactants needed to synthesize it. The reactants are: [C:1]([C:4]12[CH2:11][CH2:10][C:7]([NH:12][CH2:13][C:14]([N:16]3[CH2:20][C@@H:19]([F:21])[CH2:18][C@H:17]3[C:22]#[N:23])=[O:15])([CH2:8][CH2:9]1)[CH2:6][CH2:5]2)([OH:3])=O.Cl.[CH:25]1([CH2:30][NH2:31])[CH2:29][CH2:28][CH2:27][CH2:26]1.